The task is: Regression. Given a peptide amino acid sequence and an MHC pseudo amino acid sequence, predict their binding affinity value. This is MHC class I binding data.. This data is from Peptide-MHC class I binding affinity with 185,985 pairs from IEDB/IMGT. (1) The peptide sequence is YDHALMSII. The MHC is HLA-A24:02 with pseudo-sequence HLA-A24:02. The binding affinity (normalized) is 0.0446. (2) The peptide sequence is RYSNFAWYF. The MHC is HLA-A26:01 with pseudo-sequence HLA-A26:01. The binding affinity (normalized) is 0.0847. (3) The peptide sequence is HPVHAGPIA. The MHC is HLA-B51:01 with pseudo-sequence HLA-B51:01. The binding affinity (normalized) is 0.0110. (4) The peptide sequence is YRFRFRSVY. The MHC is BoLA-D18.4 with pseudo-sequence BoLA-D18.4. The binding affinity (normalized) is 0.420. (5) The peptide sequence is VRGGMVAPL. The MHC is HLA-A80:01 with pseudo-sequence HLA-A80:01. The binding affinity (normalized) is 0.0847. (6) The peptide sequence is KLWASQIY. The MHC is HLA-B15:01 with pseudo-sequence HLA-B15:01. The binding affinity (normalized) is 0.660.